Dataset: Full USPTO retrosynthesis dataset with 1.9M reactions from patents (1976-2016). Task: Predict the reactants needed to synthesize the given product. (1) Given the product [Cl:10][C:11]1[CH:18]=[C:17]([Cl:19])[CH:16]=[CH:15][C:12]=1[CH2:13][NH:14][C:4](=[O:5])[CH:3]([O:8][CH3:9])[O:2][CH3:1], predict the reactants needed to synthesize it. The reactants are: [CH3:1][O:2][CH:3]([O:8][CH3:9])[C:4](OC)=[O:5].[Cl:10][C:11]1[CH:18]=[C:17]([Cl:19])[CH:16]=[CH:15][C:12]=1[CH2:13][NH2:14]. (2) The reactants are: C[O:2][C:3]([C:5]1[CH:14]=[CH:13][C:12]2[C:7](=[CH:8][CH:9]=[C:10]([O:17][CH3:18])[C:11]=2[CH:15]=O)[CH:6]=1)=[O:4].[F:19][C:20]1[CH:27]=[CH:26][C:23]([CH2:24][NH2:25])=[CH:22][CH:21]=1. Given the product [F:19][C:20]1[CH:27]=[CH:26][C:23]([CH2:24][NH:25][CH2:15][C:11]2[C:10]([O:17][CH3:18])=[CH:9][CH:8]=[C:7]3[C:12]=2[CH:13]=[CH:14][C:5]([C:3]([OH:2])=[O:4])=[CH:6]3)=[CH:22][CH:21]=1, predict the reactants needed to synthesize it. (3) The reactants are: [CH2:1]([O:5][C:6]1[CH:11]=[CH:10][C:9]([CH2:12][C:13]([O:15][CH3:16])=[O:14])=[CH:8][CH:7]=1)[CH2:2][CH2:3][CH3:4].[H-].[Na+].Br[CH2:20][CH3:21]. Given the product [CH3:16][O:15][C:13](=[O:14])[CH:12]([C:9]1[CH:8]=[CH:7][C:6]([O:5][CH2:1][CH2:2][CH2:3][CH3:4])=[CH:11][CH:10]=1)[CH2:20][CH3:21], predict the reactants needed to synthesize it.